This data is from Catalyst prediction with 721,799 reactions and 888 catalyst types from USPTO. The task is: Predict which catalyst facilitates the given reaction. (1) Reactant: [CH2:1]([N:9]1[CH:17]=[N:16][C:15]2[C:14](=[O:18])[NH:13][CH:12]=[N:11][C:10]1=2)[CH2:2][C:3]1[CH:8]=[CH:7][CH:6]=[CH:5][CH:4]=1.C1C(=O)N([Br:26])C(=O)C1. Product: [Br:26][C:17]1[N:9]([CH2:1][CH2:2][C:3]2[CH:4]=[CH:5][CH:6]=[CH:7][CH:8]=2)[C:10]2[N:11]=[CH:12][NH:13][C:14](=[O:18])[C:15]=2[N:16]=1. The catalyst class is: 12. (2) Reactant: [CH3:1][O:2][C:3]1[C:8]([O:9][CH3:10])=[CH:7][C:6]([CH:11]([C:13]2[C:14]([O:21][CH3:22])=[N:15][C:16]([O:19][CH3:20])=[N:17][CH:18]=2)[OH:12])=[C:5]([CH:23]([CH3:31])[CH2:24][C:25]2[CH:30]=[CH:29][CH:28]=[CH:27][CH:26]=2)[CH:4]=1. Product: [CH3:1][O:2][C:3]1[C:8]([O:9][CH3:10])=[CH:7][C:6]([C:11]([C:13]2[C:14]([O:21][CH3:22])=[N:15][C:16]([O:19][CH3:20])=[N:17][CH:18]=2)=[O:12])=[C:5]([CH:23]([CH3:31])[CH2:24][C:25]2[CH:26]=[CH:27][CH:28]=[CH:29][CH:30]=2)[CH:4]=1. The catalyst class is: 784.